This data is from Reaction yield outcomes from USPTO patents with 853,638 reactions. The task is: Predict the reaction yield, written as a fraction of the theoretical maximum amount of product (1.0 means a 100% yield; for example, 0.34 means a 34% yield). (1) The reactants are [NH2:1][C:2](=[O:42])[CH2:3][C:4]1[CH:41]=[CH:40][CH:39]=[CH:38][C:5]=1[CH2:6][CH2:7][C:8]1[C:13]([C:14]([F:17])([F:16])[F:15])=[CH:12][N:11]=[C:10]([NH:18][C:19]2[CH:24]=[CH:23][C:22]([N:25]3[CH2:30][CH2:29][N:28](C(OC(C)(C)C)=O)[CH2:27][CH2:26]3)=[CH:21][CH:20]=2)[N:9]=1.FC(F)(F)C(O)=O. The catalyst is C(Cl)Cl. The product is [N:25]1([C:22]2[CH:23]=[CH:24][C:19]([NH:18][C:10]3[N:9]=[C:8]([CH2:7][CH2:6][C:5]4[CH:38]=[CH:39][CH:40]=[CH:41][C:4]=4[CH2:3][C:2]([NH2:1])=[O:42])[C:13]([C:14]([F:16])([F:15])[F:17])=[CH:12][N:11]=3)=[CH:20][CH:21]=2)[CH2:30][CH2:29][NH:28][CH2:27][CH2:26]1. The yield is 0.960. (2) The reactants are [CH3:1][C:2]1[C:3]([CH2:14][S:15]([C:17]2[NH:21][C:20]3[CH:22]=[CH:23][CH:24]=[CH:25][C:19]=3[N:18]=2)=[O:16])=[N:4][CH:5]=[CH:6][C:7]=1[O:8][CH2:9][C:10]([F:13])([F:12])[F:11].[H-].[Na+].C1(C)C=CC(S(CCOC(=O)C)(=O)=O)=CC=1.[C:44]1([CH3:70])[CH:49]=[CH:48][C:47]([S:50]([CH2:53][CH2:54][O:55][C:56](=[O:69])[CH2:57][O:58][C:59]2[CH:64]=[CH:63][C:62]([S:65](Cl)(=[O:67])=[O:66])=[CH:61][CH:60]=2)(=[O:52])=[O:51])=[CH:46][CH:45]=1.C([O-])(O)=O.[Na+].ClS([O-])(=O)=O. The catalyst is C(Cl)Cl. The product is [C:44]1([CH3:70])[CH:49]=[CH:48][C:47]([S:50]([CH2:53][CH2:54][O:55][C:56](=[O:69])[CH2:57][O:58][C:59]2[CH:64]=[CH:63][C:62]([S:65]([N:21]3[C:20]4[CH:22]=[CH:23][CH:24]=[CH:25][C:19]=4[N:18]=[C:17]3[S:15]([CH2:14][C:3]3[C:2]([CH3:1])=[C:7]([O:8][CH2:9][C:10]([F:13])([F:11])[F:12])[CH:6]=[CH:5][N:4]=3)=[O:16])(=[O:66])=[O:67])=[CH:61][CH:60]=2)(=[O:52])=[O:51])=[CH:46][CH:45]=1. The yield is 0.940. (3) The reactants are FC1C=C(C2[O:13][N:12]=C(C(N3C[C@H](CC(C)C)NC(=O)[C@@H]3CC(C)C)=O)C=2)C=CC=1F.[CH:31]1([C@@H:36]2[NH:41][C:40](=[O:42])[C@H:39]([CH2:43][CH:44]([CH3:46])[CH3:45])[NH:38][CH2:37]2)[CH2:35][CH2:34][CH2:33][CH2:32]1.[F:47][C:48]1[CH:53]=[CH:52][C:51]([C:54]2ON=[C:56]([C:59]([OH:61])=O)[N:55]=2)=[CH:50][CH:49]=1. No catalyst specified. The product is [CH:31]1([C@@H:36]2[NH:41][C:40](=[O:42])[C@H:39]([CH2:43][CH:44]([CH3:46])[CH3:45])[N:38]([C:59]([C:56]3[O:13][N:12]=[C:54]([C:51]4[CH:50]=[CH:49][C:48]([F:47])=[CH:53][CH:52]=4)[N:55]=3)=[O:61])[CH2:37]2)[CH2:32][CH2:33][CH2:34][CH2:35]1. The yield is 0.423. (4) The catalyst is C(Cl)Cl. The product is [F:1][C:2]1[CH:7]=[C:6]([O:8][CH:13]2[CH2:14][CH2:15][CH2:16][CH2:17][O:12]2)[CH:5]=[CH:4][C:3]=1[C:9](=[O:11])[CH3:10]. The reactants are [F:1][C:2]1[CH:7]=[C:6]([OH:8])[CH:5]=[CH:4][C:3]=1[C:9](=[O:11])[CH3:10].[O:12]1[CH:17]=[CH:16][CH2:15][CH2:14][CH2:13]1.C1(C)C=CC(S([O-])(=O)=O)=CC=1.[NH+]1C=CC=CC=1. The yield is 0.740. (5) The reactants are [OH:1][C:2]1[C:3]([C:22]([NH:24][CH2:25][C:26]([O:28]CC)=[O:27])=[O:23])=[C:4]2[C:9](=[CH:10][C:11]=1[C:12]1[S:13][CH:14]=[CH:15][N:16]=1)[N:8]=[C:7]([C:17]1[S:18][CH:19]=[CH:20][N:21]=1)[CH:6]=[N:5]2.[OH-].[Na+]. The catalyst is C(O)C. The product is [OH:1][C:2]1[C:3]([C:22]([NH:24][CH2:25][C:26]([OH:28])=[O:27])=[O:23])=[C:4]2[C:9](=[CH:10][C:11]=1[C:12]1[S:13][CH:14]=[CH:15][N:16]=1)[N:8]=[C:7]([C:17]1[S:18][CH:19]=[CH:20][N:21]=1)[CH:6]=[N:5]2. The yield is 1.00.